Dataset: Catalyst prediction with 721,799 reactions and 888 catalyst types from USPTO. Task: Predict which catalyst facilitates the given reaction. Reactant: [C:1]([O:5][C:6]([NH:8][CH2:9][C:10]1[CH:11]=[C:12]([N:16]2[C:20]([C:21](O)=[O:22])=[CH:19][C:18]([C:24]([F:27])([F:26])[F:25])=[N:17]2)[CH:13]=[CH:14][CH:15]=1)=[O:7])([CH3:4])([CH3:3])[CH3:2].Cl.[NH:29]=[C:30]1[CH2:34][CH2:33][CH2:32][N:31]1[C:35]1[CH:40]=[CH:39][C:38]([NH2:41])=[CH:37][CH:36]=1.Cl.CN(C)CCCN=C=NCC.O.ON1C2C=CC=CC=2N=N1. Product: [C:1]([O:5][C:6](=[O:7])[NH:8][CH2:9][C:10]1[CH:15]=[CH:14][CH:13]=[C:12]([N:16]2[C:20]([C:21](=[O:22])[NH:41][C:38]3[CH:39]=[CH:40][C:35]([N:31]4[CH2:32][CH2:33][CH2:34][C:30]4=[NH:29])=[CH:36][CH:37]=3)=[CH:19][C:18]([C:24]([F:27])([F:25])[F:26])=[N:17]2)[CH:11]=1)([CH3:3])([CH3:4])[CH3:2]. The catalyst class is: 9.